From a dataset of Forward reaction prediction with 1.9M reactions from USPTO patents (1976-2016). Predict the product of the given reaction. (1) Given the reactants I[C:2]1[CH:3]=[CH:4][C:5](=[O:35])[N:6]([CH:8]2[CH2:13][CH2:12][CH:11]([N:14]3[CH2:17][CH:16]([NH:18][C:19]([CH2:21][NH:22][C:23](=[O:34])[C:24]4[CH:29]=[CH:28][CH:27]=[C:26]([C:30]([F:33])([F:32])[F:31])[CH:25]=4)=[O:20])[CH2:15]3)[CH2:10][CH2:9]2)[CH:7]=1.[C:36]([Si](C)(C)C)#[CH:37].CCCC[N+](CCCC)(CCCC)CCCC.[F-], predict the reaction product. The product is: [C:36]([C:2]1[CH:3]=[CH:4][C:5](=[O:35])[N:6]([CH:8]2[CH2:13][CH2:12][CH:11]([N:14]3[CH2:17][CH:16]([NH:18][C:19]([CH2:21][NH:22][C:23](=[O:34])[C:24]4[CH:29]=[CH:28][CH:27]=[C:26]([C:30]([F:33])([F:31])[F:32])[CH:25]=4)=[O:20])[CH2:15]3)[CH2:10][CH2:9]2)[CH:7]=1)#[CH:37]. (2) Given the reactants [CH2:1]=[CH:2][C:3]1[CH:8]=[CH:7][CH:6]=[CH:5][CH:4]=1.[C:9](#[N:12])[CH:10]=[CH2:11].CC(C(C(C(S)(C)C)(C)C)(C)C)C.C(OOC(C1C=CC=CC=1)(C)C)(C1C=CC=CC=1)(C)C.C=CN1C(=O)CCC1, predict the reaction product. The product is: [CH2:11]=[CH:10][C:9]#[N:12].[CH2:1]=[CH:2][C:3]1[CH:8]=[CH:7][CH:6]=[CH:5][CH:4]=1. (3) Given the reactants [CH2:1]([O:8][C:9]1[C:14]([C:15]2[CH:16]=[C:17]([C:33]([CH3:36])([CH3:35])[CH3:34])[C:18]([O:31][CH3:32])=[C:19]([NH:21][C:22]([C:24]3[N:25]=[N:26][C:27](Cl)=[CH:28][CH:29]=3)=[O:23])[CH:20]=2)=[CH:13][CH:12]=[CH:11][N:10]=1)[C:2]1[CH:7]=[CH:6][CH:5]=[CH:4][CH:3]=1.[F:37][C:38]([F:42])([F:41])[CH2:39][NH2:40].O, predict the reaction product. The product is: [CH2:1]([O:8][C:9]1[C:14]([C:15]2[CH:16]=[C:17]([C:33]([CH3:36])([CH3:35])[CH3:34])[C:18]([O:31][CH3:32])=[C:19]([NH:21][C:22]([C:24]3[N:25]=[N:26][C:27]([NH:40][CH2:39][C:38]([F:42])([F:41])[F:37])=[CH:28][CH:29]=3)=[O:23])[CH:20]=2)=[CH:13][CH:12]=[CH:11][N:10]=1)[C:2]1[CH:7]=[CH:6][CH:5]=[CH:4][CH:3]=1. (4) Given the reactants [Cl:1][C:2]1[CH:3]=[C:4]2[C:9](=[CH:10][CH:11]=1)[CH:8]=[C:7]([S:12]([NH:15][C@H:16]1[CH2:20][CH2:19][N:18]([C:21]3[CH:22]=[C:23]4[C:27](=[CH:28][CH:29]=3)[CH:26]([N:30](C)[C:31](=O)C(F)(F)F)[CH2:25][CH2:24]4)[C:17]1=[O:38])(=[O:14])=[O:13])[CH:6]=[CH:5]2.C(=O)([O-])[O-].[Na+].[Na+].CC#N, predict the reaction product. The product is: [Cl:1][C:2]1[CH:3]=[C:4]2[C:9](=[CH:10][CH:11]=1)[CH:8]=[C:7]([S:12]([NH:15][C@H:16]1[CH2:20][CH2:19][N:18]([C:21]3[CH:22]=[C:23]4[C:27](=[CH:28][CH:29]=3)[CH:26]([NH:30][CH3:31])[CH2:25][CH2:24]4)[C:17]1=[O:38])(=[O:13])=[O:14])[CH:6]=[CH:5]2. (5) Given the reactants [O:1]1[C:10]2[C:5](=[CH:6][CH:7]=[CH:8][CH:9]=2)[C@H:4]([NH:11]C(=O)COC)[CH2:3][CH2:2]1.[ClH:17], predict the reaction product. The product is: [ClH:17].[NH2:11][C@H:4]1[C:5]2[C:10](=[CH:9][CH:8]=[CH:7][CH:6]=2)[O:1][CH2:2][CH2:3]1.